Dataset: Forward reaction prediction with 1.9M reactions from USPTO patents (1976-2016). Task: Predict the product of the given reaction. (1) Given the reactants [C:1](O[C:1](=[O:4])[CH2:2][CH3:3])(=[O:4])[CH2:2][CH3:3].[NH2:10][CH2:11][C@H:12]1[O:16][C:15](=[O:17])[N:14]([C:18]2[CH:19]=[C:20]3[C:24](=[CH:25][CH:26]=2)[N:23]([CH2:27][CH2:28][CH3:29])[C:22](=[O:30])[CH2:21]3)[CH2:13]1.C(N(C(C)C)CC)(C)C, predict the reaction product. The product is: [O:17]=[C:15]1[N:14]([C:18]2[CH:19]=[C:20]3[C:24](=[CH:25][CH:26]=2)[N:23]([CH2:27][CH2:28][CH3:29])[C:22](=[O:30])[CH2:21]3)[CH2:13][C@H:12]([CH2:11][NH:10][C:1](=[O:4])[CH2:2][CH3:3])[O:16]1. (2) Given the reactants [CH3:1][C:2]1[CH:3]=[CH:4][C:5]2[C:6]([CH3:16])([CH3:15])[CH2:7][CH:8]([OH:14])[C:9]([CH3:13])([CH3:12])[C:10]=2[CH:11]=1.[Br:17]Br.[C:19]([OH:22])(=O)[CH3:20], predict the reaction product. The product is: [Br:17][C:3]1[C:2]([CH3:1])=[CH:11][C:10]2[C:9]([CH3:12])([CH3:13])[CH:8]([O:14][C:19](=[O:22])[CH3:20])[CH2:7][C:6]([CH3:16])([CH3:15])[C:5]=2[CH:4]=1. (3) The product is: [CH3:14][Si:15]([CH3:22])([CH3:21])[CH2:16][CH2:17][O:18][CH2:19][O:7][C:8]1[CH:9]=[N:10][CH:11]=[CH:12][CH:13]=1. Given the reactants CC(C)([O-])C.[K+].[OH:7][C:8]1[CH:9]=[N:10][CH:11]=[CH:12][CH:13]=1.[CH3:14][Si:15]([CH3:22])([CH3:21])[CH2:16][CH2:17][O:18][CH2:19]Cl, predict the reaction product. (4) Given the reactants CC([N:5]([C@H:9]1[CH2:14][CH2:13][CH2:12][CH2:11][C@H:10]1[CH2:15][OH:16])[C:6](=[O:8])[O-:7])(C)C.Cl.N[C@H:19]1CC[C@H](C2C=CC=CC=2)[CH2:21][C@H:20]1[CH2:31]O.C(OC(OC(C)(C)C)=O)(OC(C)(C)C)=O.C(N(CC)CC)C, predict the reaction product. The product is: [OH:16][CH2:15][C@@H:10]1[CH2:11][CH2:12][CH2:13][CH2:14][C@@H:9]1[NH:5][C:6](=[O:8])[O:7][C:20]([CH3:31])([CH3:21])[CH3:19]. (5) Given the reactants [CH2:1]([O:8][C:9]1[CH:26]=[CH:25][C:12]([O:13][C:14]2[C:22]3[CH2:21][CH2:20][CH2:19][C:18]=3[C:17]([OH:23])=[CH:16][C:15]=2[CH3:24])=[CH:11][C:10]=1[CH:27]([CH3:29])[CH3:28])[C:2]1[CH:7]=[CH:6][CH:5]=[CH:4][CH:3]=1.Br[CH2:31][C:32]([O:34][CH2:35][CH3:36])=[O:33], predict the reaction product. The product is: [CH2:1]([O:8][C:9]1[CH:26]=[CH:25][C:12]([O:13][C:14]2[C:15]([CH3:24])=[CH:16][C:17]([O:23][CH2:31][C:32]([O:34][CH2:35][CH3:36])=[O:33])=[C:18]3[C:22]=2[CH2:21][CH2:20][CH2:19]3)=[CH:11][C:10]=1[CH:27]([CH3:29])[CH3:28])[C:2]1[CH:3]=[CH:4][CH:5]=[CH:6][CH:7]=1. (6) Given the reactants [CH3:1][N:2]([CH3:6])[C:3](Cl)=[O:4].[OH:7][CH2:8][C@H:9]([NH:11][C:12](=[O:18])[O:13][C:14]([CH3:17])([CH3:16])[CH3:15])[CH3:10].N1C=CC=CC=1, predict the reaction product. The product is: [CH3:1][N:2]([CH3:6])[C:3](=[O:4])[O:7][CH2:8][C@H:9]([NH:11][C:12]([O:13][C:14]([CH3:17])([CH3:16])[CH3:15])=[O:18])[CH3:10].